Predict the reactants needed to synthesize the given product. From a dataset of Full USPTO retrosynthesis dataset with 1.9M reactions from patents (1976-2016). Given the product [Cl:16][C:17]1[CH:18]=[CH:19][C:20]([O:25][C:2]2[C:11]3[C:6](=[CH:7][C:8]([O:14][CH3:15])=[C:9]([O:12][CH3:13])[CH:10]=3)[N:5]=[CH:4][CH:3]=2)=[C:21]([CH:24]=1)[CH:22]=[O:23], predict the reactants needed to synthesize it. The reactants are: Cl[C:2]1[C:11]2[C:6](=[CH:7][C:8]([O:14][CH3:15])=[C:9]([O:12][CH3:13])[CH:10]=2)[N:5]=[CH:4][CH:3]=1.[Cl:16][C:17]1[CH:24]=[C:21]([CH:22]=[O:23])[C:20]([OH:25])=[CH:19][CH:18]=1.O.